Regression/Classification. Given a drug SMILES string, predict its absorption, distribution, metabolism, or excretion properties. Task type varies by dataset: regression for continuous measurements (e.g., permeability, clearance, half-life) or binary classification for categorical outcomes (e.g., BBB penetration, CYP inhibition). Dataset: cyp2c9_veith. From a dataset of CYP2C9 inhibition data for predicting drug metabolism from PubChem BioAssay. The molecule is NC(N)=NCCCC(=O)O. The result is 0 (non-inhibitor).